This data is from Reaction yield outcomes from USPTO patents with 853,638 reactions. The task is: Predict the reaction yield, written as a fraction of the theoretical maximum amount of product (1.0 means a 100% yield; for example, 0.34 means a 34% yield). (1) The yield is 0.750. The catalyst is C1COCC1.CCCCCC.CCOCC. The reactants are Br[C:2]1[CH:3]=[C:4]2[CH:10]=[CH:9][N:8]([Si:11]([CH:18]([CH3:20])[CH3:19])([CH:15]([CH3:17])[CH3:16])[CH:12]([CH3:14])[CH3:13])[C:5]2=[N:6][CH:7]=1.[Li]C(C)(C)C.CCCCC.[CH:31](N1CCCCC1)=[O:32].[NH4+].[Cl-]. The product is [CH:12]([Si:11]([CH:18]([CH3:20])[CH3:19])([CH:15]([CH3:17])[CH3:16])[N:8]1[C:5]2=[N:6][CH:7]=[C:2]([CH:31]=[O:32])[CH:3]=[C:4]2[CH:10]=[CH:9]1)([CH3:14])[CH3:13]. (2) The reactants are [CH3:1][O:2][C:3]1[CH:8]=[C:7]([CH3:9])[NH:6][C:5](=[O:10])[C:4]=1[CH2:11][NH:12][C:13]([C:15]1[C:23]2[C:18](=[CH:19][CH:20]=[CH:21][CH:22]=2)[N:17]([CH:24]([CH:26]2[CH2:31][CH2:30][N:29](C(OC(C)(C)C)=O)[CH2:28][CH2:27]2)[CH3:25])[C:16]=1[CH3:39])=[O:14].CO.[ClH:42]. No catalyst specified. The product is [ClH:42].[CH3:1][O:2][C:3]1[CH:8]=[C:7]([CH3:9])[NH:6][C:5](=[O:10])[C:4]=1[CH2:11][NH:12][C:13]([C:15]1[C:23]2[C:18](=[CH:19][CH:20]=[CH:21][CH:22]=2)[N:17]([CH:24]([CH:26]2[CH2:27][CH2:28][NH:29][CH2:30][CH2:31]2)[CH3:25])[C:16]=1[CH3:39])=[O:14]. The yield is 0.910. (3) The reactants are [CH3:1][N:2]([CH2:4][CH2:5][CH2:6][C:7]1([C:18]2[CH:19]=[CH:20][C:21]([F:24])=[CH:22][CH:23]=2)[O:15][CH2:14][C:13]2[CH:12]=[C:11]([C:16]#[N:17])[CH:10]=[CH:9][C:8]1=2)[CH3:3].[BrH:25]. The catalyst is CC(C)=O. The product is [CH3:1][N:2]([CH2:4][CH2:5][CH2:6][C:7]1([C:18]2[CH:23]=[CH:22][C:21]([F:24])=[CH:20][CH:19]=2)[O:15][CH2:14][C:13]2[CH:12]=[C:11]([C:16]#[N:17])[CH:10]=[CH:9][C:8]1=2)[CH3:3].[BrH:25]. The yield is 0.837. (4) The reactants are [CH2:1]([O:3][C:4]([C:6]1[C:7](=[O:31])[C:8]2[C:13]([C:14]=1[C:15]1[CH:20]=[CH:19][CH:18]=[CH:17][CH:16]=1)=[CH:12][CH:11]=[C:10]([O:21][CH2:22][CH2:23][CH2:24][C:25]1[CH:30]=[CH:29][CH:28]=[CH:27][CH:26]=1)[CH:9]=2)=[O:5])C.C1(C)C=CC(S(O)(=O)=O)=CC=1. The catalyst is CO. The product is [CH3:1][O:3][C:4]([C:6]1[C:7](=[O:31])[C:8]2[C:13]([C:14]=1[C:15]1[CH:20]=[CH:19][CH:18]=[CH:17][CH:16]=1)=[CH:12][CH:11]=[C:10]([O:21][CH2:22][CH2:23][CH2:24][C:25]1[CH:26]=[CH:27][CH:28]=[CH:29][CH:30]=1)[CH:9]=2)=[O:5]. The yield is 0.620. (5) The reactants are [F:1][C:2]1[CH:16]=[C:15]([F:17])[CH:14]=[CH:13][C:3]=1[O:4][C:5]1[CH:10]=[C:9]([NH2:11])[C:8]([CH3:12])=[CH:7][N:6]=1.[C:18](OC(=O)C)(=[O:20])[CH3:19].C(=O)([O-])[O-].[Na+].[Na+]. The catalyst is C(Cl)Cl. The product is [F:1][C:2]1[CH:16]=[C:15]([F:17])[CH:14]=[CH:13][C:3]=1[O:4][C:5]1[CH:10]=[C:9]([NH:11][C:18](=[O:20])[CH3:19])[C:8]([CH3:12])=[CH:7][N:6]=1. The yield is 0.990. (6) The reactants are [Cl:1][C:2]1[CH:3]=[C:4]2[C:8](=[CH:9][CH:10]=1)[NH:7][C:6](=[O:11])/[C:5]/2=[CH:12]\[C:13]1[NH:17][C:16]([CH3:18])=[C:15]([C:19]([OH:21])=O)[C:14]=1[CH3:22].Cl.C(N=C=NCCCN(C)C)C.OC1C2N=NNC=2C=CC=1.C(N(CC)CC)C.[NH2:52][C:53]1[CH:58]=[CH:57][CH:56]=[CH:55][C:54]=1[NH:59][C:60](=[O:71])[C:61]1[CH:66]=[CH:65][C:64]([NH:67][CH2:68][CH2:69][NH2:70])=[N:63][CH:62]=1. The catalyst is [Cl-].[Na+].O.CN(C=O)C. The product is [NH2:52][C:53]1[CH:58]=[CH:57][CH:56]=[CH:55][C:54]=1[NH:59][C:60](=[O:71])[C:61]1[CH:66]=[CH:65][C:64]([NH:67][CH2:68][CH2:69][NH:70][C:19]([C:15]2[C:14]([CH3:22])=[C:13](/[CH:12]=[C:5]3\[C:6](=[O:11])[NH:7][C:8]4[C:4]\3=[CH:3][C:2]([Cl:1])=[CH:10][CH:9]=4)[NH:17][C:16]=2[CH3:18])=[O:21])=[N:63][CH:62]=1. The yield is 0.770.